This data is from Reaction yield outcomes from USPTO patents with 853,638 reactions. The task is: Predict the reaction yield, written as a fraction of the theoretical maximum amount of product (1.0 means a 100% yield; for example, 0.34 means a 34% yield). (1) The reactants are [CH2:1]([SH:3])[CH3:2].[Cl-].[C:5]([C:14]([NH3+])([C:24](=O)CCCCCCC)[C:15](=[O:23])CCCCCCC)(=O)CCCCCCC.[OH-:34].[Na+].[C:36](=[S:38])=[S:37].C(Cl)(Cl)Cl.Cl. The catalyst is O.CC(C)=O. The product is [CH2:1]([S:3][C:36]([S:38][C:14]([CH3:5])([CH3:24])[C:15]([OH:34])=[O:23])=[S:37])[CH3:2]. The yield is 0.490. (2) The reactants are [Br:1][C:2]1[CH:15]=[CH:14][C:5]([CH2:6][CH:7](C(O)=O)[C:8]([OH:10])=[O:9])=[CH:4][CH:3]=1. The catalyst is CS(C)=O. The product is [Br:1][C:2]1[CH:3]=[CH:4][C:5]([CH2:6][CH2:7][C:8]([OH:10])=[O:9])=[CH:14][CH:15]=1. The yield is 0.980. (3) The reactants are [ClH:1].CCO.[CH:5]1([CH2:8][NH:9][C:10]2[N:11]=[C:12]([NH:27][CH3:28])[C:13]3[N:19]=[C:18]([NH:20][CH2:21][CH:22]4[CH2:24][CH2:23]4)[N:17]=[C:16]([NH:25][CH3:26])[C:14]=3[N:15]=2)[CH2:7][CH2:6]1. The catalyst is C(Cl)Cl.CCO. The product is [ClH:1].[CH:22]1([CH2:21][NH:20][C:18]2[N:17]=[C:16]([NH:25][CH3:26])[C:14]3[N:15]=[C:10]([NH:9][CH2:8][CH:5]4[CH2:7][CH2:6]4)[N:11]=[C:12]([NH:27][CH3:28])[C:13]=3[N:19]=2)[CH2:24][CH2:23]1. The yield is 0.940.